From a dataset of Forward reaction prediction with 1.9M reactions from USPTO patents (1976-2016). Predict the product of the given reaction. (1) Given the reactants [N+:1]([C:4]1[CH:5]=[C:6]([S:10]([NH:13][C:14]2[CH:19]=[CH:18][CH:17]=[CH:16][CH:15]=2)(=[O:12])=[O:11])[CH:7]=[CH:8][CH:9]=1)([O-])=O, predict the reaction product. The product is: [NH2:1][C:4]1[CH:5]=[C:6]([S:10]([NH:13][C:14]2[CH:15]=[CH:16][CH:17]=[CH:18][CH:19]=2)(=[O:12])=[O:11])[CH:7]=[CH:8][CH:9]=1. (2) The product is: [N+:14]([C:9]1[CH:8]=[C:13]([N:1]2[CH2:6][CH2:5][NH:4][CH2:3][CH2:2]2)[CH:12]=[CH:11][CH:10]=1)([O-:16])=[O:15]. Given the reactants [NH:1]1[CH2:6][CH2:5][NH:4][CH2:3][CH2:2]1.F[C:8]1[CH:13]=[CH:12][CH:11]=[CH:10][C:9]=1[N+:14]([O-:16])=[O:15].O, predict the reaction product. (3) Given the reactants [Cl:1][C:2]1[CH:10]=[C:9]([O:11][CH2:12][C:13]([F:16])([F:15])[F:14])[CH:8]=[CH:7][C:3]=1[C:4](O)=[O:5].CN1CCCC1=O.S(Cl)([Cl:26])=O, predict the reaction product. The product is: [Cl:1][C:2]1[CH:10]=[C:9]([O:11][CH2:12][C:13]([F:16])([F:15])[F:14])[CH:8]=[CH:7][C:3]=1[C:4]([Cl:26])=[O:5]. (4) Given the reactants [CH3:1][O:2][C:3](=[O:22])[C:4]1[CH:9]=[CH:8][CH:7]=[C:6]([S:10][C:11]2[C:19]3[C:14](=[CH:15][C:16]([Cl:20])=[CH:17][CH:18]=3)[NH:13][C:12]=2[CH3:21])[CH:5]=1.Br[C:24]1[CH:25]=[N:26][CH:27]=[N:28][CH:29]=1, predict the reaction product. The product is: [CH3:1][O:2][C:3](=[O:22])[C:4]1[CH:9]=[CH:8][CH:7]=[C:6]([S:10][C:11]2[C:19]3[C:14](=[CH:15][C:16]([Cl:20])=[CH:17][CH:18]=3)[N:13]([C:24]3[CH:25]=[N:26][CH:27]=[N:28][CH:29]=3)[C:12]=2[CH3:21])[CH:5]=1. (5) Given the reactants [B-](F)(F)(F)F.CN(C(O[N:14]1[C:19](=O)[CH:18]=[CH:17][CH:16]=C1)=[N+](C)C)C.C(N(C(C)C)CC)(C)C.[CH2:30]([O:37][C:38]1[CH:39]=[C:40]([C:44]2[C:48]([C:49]3[CH:54]=[CH:53][N:52]=[C:51]([NH:55][C:56]4[CH:64]=[CH:63][C:59]([C:60]([OH:62])=O)=[CH:58][CH:57]=4)[N:50]=3)=[CH:47][NH:46][N:45]=2)[CH:41]=[CH:42][CH:43]=1)[C:31]1[CH:36]=[CH:35][CH:34]=[CH:33][CH:32]=1.N1CCCC1, predict the reaction product. The product is: [CH2:30]([O:37][C:38]1[CH:39]=[C:40]([C:44]2[C:48]([C:49]3[CH:54]=[CH:53][N:52]=[C:51]([NH:55][C:56]4[CH:64]=[CH:63][C:59]([C:60]([N:14]5[CH2:16][CH2:17][CH2:18][CH2:19]5)=[O:62])=[CH:58][CH:57]=4)[N:50]=3)=[CH:47][NH:46][N:45]=2)[CH:41]=[CH:42][CH:43]=1)[C:31]1[CH:32]=[CH:33][CH:34]=[CH:35][CH:36]=1.